Dataset: Full USPTO retrosynthesis dataset with 1.9M reactions from patents (1976-2016). Task: Predict the reactants needed to synthesize the given product. (1) Given the product [F:17][C:14]1[CH:15]=[CH:16][C:11]([C@@H:9]([NH2:8])[CH3:10])=[N:12][CH:13]=1, predict the reactants needed to synthesize it. The reactants are: ClC1C(NC2C=C(C3CC3)NN=2)=NC([NH:8][C@@H:9]([C:11]2[CH:16]=[CH:15][C:14]([F:17])=[C:13](C)[N:12]=2)[CH3:10])=NC=1.Cl.O1CCOCC1. (2) Given the product [NH2:1][C:2]1[N:6]([CH2:7][CH2:8][O:9][C:10]([C:11]2[CH:16]=[CH:15][CH:14]=[CH:13][CH:12]=2)([C:23]2[CH:28]=[CH:27][CH:26]=[CH:25][CH:24]=2)[C:17]2[CH:18]=[CH:19][CH:20]=[CH:21][CH:22]=2)[N:5]=[CH:4][C:3]=1[CH2:29][CH2:30][NH:31][C:32]([O:34][C:35]([CH3:38])([CH3:37])[CH3:36])=[O:33], predict the reactants needed to synthesize it. The reactants are: [NH2:1][C:2]1[N:6]([CH2:7][CH2:8][O:9][C:10]([C:23]2[CH:28]=[CH:27][CH:26]=[CH:25][CH:24]=2)([C:17]2[CH:22]=[CH:21][CH:20]=[CH:19][CH:18]=2)[C:11]2[CH:16]=[CH:15][CH:14]=[CH:13][CH:12]=2)[N:5]=[CH:4][C:3]=1[CH2:29][CH2:30][NH2:31].[C:32](O[C:32]([O:34][C:35]([CH3:38])([CH3:37])[CH3:36])=[O:33])([O:34][C:35]([CH3:38])([CH3:37])[CH3:36])=[O:33]. (3) Given the product [CH2:61]([O:60][C:58]([NH:57][C@@H:50]([C:46]1[CH:47]=[CH:48][CH:49]=[C:44]([NH:43][C:39](=[O:41])/[CH:38]=[CH:37]/[CH2:36][C:32]2[C:31]([CH3:42])=[CH:30][C:29]([Br:28])=[CH:34][C:33]=2[CH3:35])[CH:45]=1)[CH2:51][C:52]([O:54][CH2:55][CH3:56])=[O:53])=[O:59])[C:62]1[CH:63]=[CH:64][CH:65]=[CH:66][CH:67]=1, predict the reactants needed to synthesize it. The reactants are: F[P-](F)(F)(F)(F)F.N1(O[P+](N(C)C)(N(C)C)N(C)C)C2C=CC=CC=2N=N1.[Br:28][C:29]1[CH:34]=[C:33]([CH3:35])[C:32]([CH2:36]/[CH:37]=[CH:38]/[C:39]([OH:41])=O)=[C:31]([CH3:42])[CH:30]=1.[NH2:43][C:44]1[CH:45]=[C:46]([C@H:50]([NH:57][C:58]([O:60][CH2:61][C:62]2[CH:67]=[CH:66][CH:65]=[CH:64][CH:63]=2)=[O:59])[CH2:51][C:52]([O:54][CH2:55][CH3:56])=[O:53])[CH:47]=[CH:48][CH:49]=1.C(N(CC)CC)C. (4) Given the product [C:27]1([O:26][C:24](=[O:25])[NH:14][C@@H:12]([C:10]2[CH:9]=[CH:8][C:6]3[O:7][C:3]([F:2])([F:15])[O:4][C:5]=3[CH:11]=2)[CH3:13])[CH:32]=[CH:31][CH:30]=[CH:29][CH:28]=1, predict the reactants needed to synthesize it. The reactants are: Cl.[F:2][C:3]1([F:15])[O:7][C:6]2[CH:8]=[CH:9][C:10]([C@H:12]([NH2:14])[CH3:13])=[CH:11][C:5]=2[O:4]1.C(N(CC)CC)C.Cl[C:24]([O:26][C:27]1[CH:32]=[CH:31][CH:30]=[CH:29][CH:28]=1)=[O:25]. (5) The reactants are: C(OC(=O)[NH:7][C:8]1[N:9]([CH3:26])[C:10](=[O:25])[C:11]([CH3:24])([CH3:23])[C@:12]([C:15]2[CH:20]=[C:19]([Br:21])[CH:18]=[CH:17][C:16]=2[F:22])([CH3:14])[N:13]=1)(C)(C)C.FC(F)(F)C(O)=O. Given the product [NH2:7][C:8]1[N:9]([CH3:26])[C:10](=[O:25])[C:11]([CH3:23])([CH3:24])[C@:12]([C:15]2[CH:20]=[C:19]([Br:21])[CH:18]=[CH:17][C:16]=2[F:22])([CH3:14])[N:13]=1, predict the reactants needed to synthesize it. (6) Given the product [OH:9]/[N:10]=[C:11](/[CH:17]([NH:2][NH:1][C:3]1[CH:8]=[CH:7][CH:6]=[CH:5][N:4]=1)[CH3:18])\[C:12]([O:14][CH2:15][CH3:16])=[O:13], predict the reactants needed to synthesize it. The reactants are: [NH:1]([C:3]1[CH:8]=[CH:7][CH:6]=[CH:5][N:4]=1)[NH2:2].[OH:9]/[N:10]=[C:11](/[C:17](=O)[CH3:18])\[C:12]([O:14][CH2:15][CH3:16])=[O:13]. (7) Given the product [OH-:15].[NH4+:3].[Cl:17][C:11]1[CH:10]=[C:9]([NH:8][C:6]2[N:7]=[C:2]([N:33]([CH3:34])[CH:30]3[CH2:31][CH2:32][N:27]([CH3:26])[CH2:28][CH2:29]3)[N:3]=[C:4]([NH:18][CH:19]([CH2:23][CH2:24][CH3:25])[CH2:20][CH2:21][CH3:22])[N:5]=2)[CH:14]=[CH:13][C:12]=1[O:15][CH3:16], predict the reactants needed to synthesize it. The reactants are: Cl[C:2]1[N:7]=[C:6]([NH:8][C:9]2[CH:14]=[CH:13][C:12]([O:15][CH3:16])=[C:11]([Cl:17])[CH:10]=2)[N:5]=[C:4]([NH:18][CH:19]([CH2:23][CH2:24][CH3:25])[CH2:20][CH2:21][CH3:22])[N:3]=1.[CH3:26][N:27]1[CH2:32][CH2:31][CH:30]([NH:33][CH3:34])[CH2:29][CH2:28]1.[OH-].[Na+].Cl. (8) Given the product [CH2:15]([O:17][C:18](=[O:41])[CH2:19][O:20][C:21]1[CH:26]=[C:25]([F:27])[CH:24]=[CH:23][C:22]=1[C:28](=[S:2])[NH:29][CH2:30][C:31]1[CH:36]=[CH:35][CH:34]=[C:33]([N+:37]([O-:39])=[O:38])[CH:32]=1)[CH3:16], predict the reactants needed to synthesize it. The reactants are: P12(SP3(SP(SP(S3)(S1)=S)(=S)S2)=S)=[S:2].[CH2:15]([O:17][C:18](=[O:41])[CH2:19][O:20][C:21]1[CH:26]=[C:25]([F:27])[CH:24]=[CH:23][C:22]=1[C:28](=O)[NH:29][CH2:30][C:31]1[CH:36]=[CH:35][CH:34]=[C:33]([N+:37]([O-:39])=[O:38])[CH:32]=1)[CH3:16]. (9) Given the product [S:8]([C:3]1[CH:4]=[CH:5][CH:6]=[CH:7][C:2]=1[O:1][CH2:13][C:14]([NH:16][CH3:17])=[O:15])(=[O:11])(=[O:10])[NH2:9], predict the reactants needed to synthesize it. The reactants are: [OH:1][C:2]1[CH:7]=[CH:6][CH:5]=[CH:4][C:3]=1[S:8](=[O:11])(=[O:10])[NH2:9].Br[CH2:13][C:14]([NH:16][CH3:17])=[O:15].C([O-])([O-])=O.[K+].[K+]. (10) Given the product [CH2:19]([O:22][N:23]=[C:11]1[CH2:12][N:8]([C:6]([O:5][C:1]([CH3:4])([CH3:3])[CH3:2])=[O:7])[C@H:9]([C:14]([OH:16])=[O:15])[CH2:10]1)[CH:20]=[CH2:21], predict the reactants needed to synthesize it. The reactants are: [C:1]([O:5][C:6]([N:8]1[CH2:12][C:11](=O)[CH2:10][C@H:9]1[C:14]([OH:16])=[O:15])=[O:7])([CH3:4])([CH3:3])[CH3:2].O.Cl.[CH2:19]([O:22][NH2:23])[CH:20]=[CH2:21].N1C=CC=CC=1.